Dataset: Reaction yield outcomes from USPTO patents with 853,638 reactions. Task: Predict the reaction yield, written as a fraction of the theoretical maximum amount of product (1.0 means a 100% yield; for example, 0.34 means a 34% yield). (1) The reactants are C1C2C(COC(N[C@H:19]([C:27]([OH:29])=[O:28])[C:20]([S:23]([CH3:26])(=[O:25])=[O:24])([CH3:22])[CH3:21])=O)C3C(=CC=CC=3)C=2C=CC=1.N1CCCCC1.CN(C)C=[O:39]. No catalyst specified. The product is [OH:39][C@@H:19]([C:20]([CH3:22])([S:23]([CH3:26])(=[O:25])=[O:24])[CH3:21])[C:27]([OH:29])=[O:28]. The yield is 0.250. (2) The reactants are [CH3:1][O:2][C@@H:3]1[CH2:8][CH2:7][C@H:6]([N:9]2[C:18]3[C:13](=[N:14][CH:15]=[C:16]([C:19]4[C:20]([CH3:36])=[N:21][C:22]([C:25]5[N:29](C6CCCCO6)[CH:28]=[N:27][N:26]=5)=[CH:23][CH:24]=4)[N:17]=3)[NH:12][C:11](=[O:37])[CH2:10]2)[CH2:5][CH2:4]1.CO[C@@H]1CC[C@H](N2C3C(=NC=C([Sn](C)(C)C)N=3)NC(=O)C2)CC1.BrC1C(C)=NC(C2N=CN(C3CCCCO3)N=2)=CC=1.C1(C)C=CC=CC=1P(C1C=CC=CC=1C)C1C=CC=CC=1C.C(N(CC)CC)C. The catalyst is C1C=CC(/C=C/C(/C=C/C2C=CC=CC=2)=O)=CC=1.C1C=CC(/C=C/C(/C=C/C2C=CC=CC=2)=O)=CC=1.C1C=CC(/C=C/C(/C=C/C2C=CC=CC=2)=O)=CC=1.[Pd].[Pd].CN(C)C=O. The product is [CH3:1][O:2][C@@H:3]1[CH2:8][CH2:7][C@H:6]([N:9]2[C:18]3[C:13](=[N:14][CH:15]=[C:16]([C:19]4[C:20]([CH3:36])=[N:21][C:22]([C:25]5[NH:29][CH:28]=[N:27][N:26]=5)=[CH:23][CH:24]=4)[N:17]=3)[NH:12][C:11](=[O:37])[CH2:10]2)[CH2:5][CH2:4]1. The yield is 0.800. (3) The reactants are [C:1]12([C:11]3[CH:30]=[CH:29][C:14]([O:15][CH2:16][C:17]4[O:18][C:19]5[CH:25]=[CH:24][C:23](C(O)=O)=[CH:22][C:20]=5[N:21]=4)=[CH:13][CH:12]=3)[CH2:10][CH:5]3[CH2:6][CH:7]([CH2:9][CH:3]([CH2:4]3)[CH2:2]1)[CH2:8]2.CNC.CN(C(ON1N=NC2C=CC=CC1=2)=[N+](C)C)C.F[P-](F)(F)(F)(F)F.CCN(C(C)C)C(C)C.[CH3:67][N:68]([CH:70]=[O:71])[CH3:69]. No catalyst specified. The product is [CH3:67][N:68]([CH3:69])[C:70]([C:23]1[CH:24]=[CH:25][C:19]2[O:18][C:17]([CH2:16][O:15][C:14]3[CH:13]=[CH:12][C:11]([C:1]45[CH2:8][CH:7]6[CH2:6][CH:5]([CH2:4][CH:3]([CH2:9]6)[CH2:2]4)[CH2:10]5)=[CH:30][CH:29]=3)=[N:21][C:20]=2[CH:22]=1)=[O:71]. The yield is 0.590. (4) The reactants are CN(C)/[CH:3]=[CH:4]/[C:5]1[C:6]([N+:19]([O-])=O)=[C:7]([C:13]([N+:16]([O-])=O)=[CH:14][CH:15]=1)[C:8]([O:10][CH2:11][CH3:12])=[O:9]. The catalyst is [Ni].CCO. The product is [NH2:16][C:13]1[C:7]([C:8]([O:10][CH2:11][CH3:12])=[O:9])=[C:6]2[C:5]([CH:4]=[CH:3][NH:19]2)=[CH:15][CH:14]=1. The yield is 0.160. (5) The reactants are CS(O[CH2:6][C@@H:7]1[CH2:11][C:10]([F:13])([F:12])[CH2:9][N:8]1[C:14]([O:16][C:17]([CH3:20])([CH3:19])[CH3:18])=[O:15])(=O)=O.[C-:21]#[N:22].[Na+]. The catalyst is CS(C)=O. The product is [C:21]([CH2:6][C@@H:7]1[CH2:11][C:10]([F:13])([F:12])[CH2:9][N:8]1[C:14]([O:16][C:17]([CH3:20])([CH3:19])[CH3:18])=[O:15])#[N:22]. The yield is 0.760. (6) The reactants are [CH2:1]([O:3][C:4]1[CH:9]=[CH:8][CH:7]=[CH:6][C:5]=1[OH:10])[CH3:2].O[C@H:12]1[CH2:17][CH2:16][CH2:15][N:14]([C:18]([O:20][C:21]([CH3:24])([CH3:23])[CH3:22])=[O:19])[CH2:13]1.C1(P(C2C=CC=CC=2)C2C=CC=CC=2)C=CC=CC=1.CC(OC(/N=N/C(OC(C)C)=O)=O)C. The catalyst is C1(C)C=CC=CC=1. The product is [CH2:1]([O:3][C:4]1[CH:9]=[CH:8][CH:7]=[CH:6][C:5]=1[O:10][C@@H:16]1[CH2:17][CH2:12][CH2:13][N:14]([C:18]([O:20][C:21]([CH3:24])([CH3:23])[CH3:22])=[O:19])[CH2:15]1)[CH3:2]. The yield is 0.450. (7) The reactants are [CH2:1]([O:3][C:4](=[O:25])[CH2:5][CH2:6][C:7]1[CH:12]=[CH:11][C:10]([S:13][CH2:14][CH2:15][C@H:16]([O:18]S(C)(=O)=O)[CH3:17])=[CH:9][C:8]=1[CH2:23][CH3:24])[CH3:2].[Br:26][C:27]1[CH:32]=[C:31]([O:33][C:34]([F:37])([F:36])[F:35])[CH:30]=[CH:29][C:28]=1O.C(=O)([O-])[O-].[Cs+].[Cs+]. The catalyst is CN(C=O)C. The product is [CH2:1]([O:3][C:4](=[O:25])[CH2:5][CH2:6][C:7]1[CH:12]=[CH:11][C:10]([S:13][CH2:14][CH2:15][C@@H:16]([O:18][C:28]2[CH:29]=[CH:30][C:31]([O:33][C:34]([F:37])([F:36])[F:35])=[CH:32][C:27]=2[Br:26])[CH3:17])=[CH:9][C:8]=1[CH2:23][CH3:24])[CH3:2]. The yield is 0.870.